This data is from Forward reaction prediction with 1.9M reactions from USPTO patents (1976-2016). The task is: Predict the product of the given reaction. (1) Given the reactants [Li]CCCC.[Cl:6][C:7]1[C:16]2[C:11](=[CH:12][CH:13]=[C:14](C(C3C(C)=NC(C)=CC=3)O)[CH:15]=2)[N:10]=[C:9]([O:27][CH3:28])[C:8]=1[CH2:29][C:30]1[CH:35]=[CH:34][C:33]([C:36]([F:39])([F:38])[F:37])=[CH:32][CH:31]=1.[CH3:40][N:41]1[C:45]([C:46]([C:48]2[CH:49]=[N:50][C:51]([C:54]([F:57])([F:56])[F:55])=[CH:52][CH:53]=2)=[O:47])=[CH:44][N:43]=[CH:42]1, predict the reaction product. The product is: [Cl:6][C:7]1[C:16]2[C:11](=[CH:12][CH:13]=[C:14]([C:46]([C:45]3[N:41]([CH3:40])[CH:42]=[N:43][CH:44]=3)([C:48]3[CH:49]=[N:50][C:51]([C:54]([F:57])([F:55])[F:56])=[CH:52][CH:53]=3)[OH:47])[CH:15]=2)[N:10]=[C:9]([O:27][CH3:28])[C:8]=1[CH2:29][C:30]1[CH:35]=[CH:34][C:33]([C:36]([F:39])([F:37])[F:38])=[CH:32][CH:31]=1. (2) Given the reactants [O:1]([CH2:9][CH2:10][CH2:11][O:12][C:13]1[CH:18]=[CH:17][C:16]([C:19]2[N:20]=[C:21]3[CH:26]=[CH:25][C:24]([I:27])=[CH:23][N:22]3[CH:28]=2)=[CH:15][CH:14]=1)[Si](C(C)(C)C)(C)C.[F-].C([N+](CCCC)(CCCC)CCCC)CCC.[Cl-].[NH4+].O, predict the reaction product. The product is: [OH:1][CH2:9][CH2:10][CH2:11][O:12][C:13]1[CH:14]=[CH:15][C:16]([C:19]2[N:20]=[C:21]3[CH:26]=[CH:25][C:24]([I:27])=[CH:23][N:22]3[CH:28]=2)=[CH:17][CH:18]=1. (3) Given the reactants [F:1][C:2]1[CH:3]=[CH:4][C:5]2[NH:11][C:10]3[CH:12]=[CH:13][CH:14]=[CH:15][C:9]=3[C:8](=O)[NH:7][C:6]=2[CH:17]=1.[CH3:18][N:19]([CH3:23])[CH2:20][CH2:21][NH2:22], predict the reaction product. The product is: [F:1][C:2]1[CH:3]=[CH:4][C:5]2[NH:11][C:10]3[CH:12]=[CH:13][CH:14]=[CH:15][C:9]=3[C:8]([NH:22][CH2:21][CH2:20][N:19]([CH3:23])[CH3:18])=[N:7][C:6]=2[CH:17]=1. (4) Given the reactants [F:1][C:2]([F:19])([CH3:18])[CH2:3][N:4]1[CH2:10][CH2:9][C:8]2[CH:11]=[C:12]([NH2:17])[C:13]([O:15][CH3:16])=[CH:14][C:7]=2[CH2:6][CH2:5]1.Cl[C:21]1[N:26]=[C:25]([NH:27][C:28]2[CH:38]=[CH:37][CH:36]=[CH:35][C:29]=2[C:30]([NH:32][CH2:33][CH3:34])=[O:31])[C:24]([Cl:39])=[CH:23][N:22]=1, predict the reaction product. The product is: [Cl:39][C:24]1[C:25]([NH:27][C:28]2[CH:38]=[CH:37][CH:36]=[CH:35][C:29]=2[C:30]([NH:32][CH2:33][CH3:34])=[O:31])=[N:26][C:21]([NH:17][C:12]2[C:13]([O:15][CH3:16])=[CH:14][C:7]3[CH2:6][CH2:5][N:4]([CH2:3][C:2]([F:1])([F:19])[CH3:18])[CH2:10][CH2:9][C:8]=3[CH:11]=2)=[N:22][CH:23]=1. (5) Given the reactants C(=O)([O-])[O-].[Cs+].[Cs+].Cl[CH2:8][O:9][CH2:10][CH2:11][Si:12]([CH3:15])([CH3:14])[CH3:13].[OH:16][C:17]1[C:30]2[C:29](=[O:31])[C:28]3[C:23](=[CH:24][CH:25]=[CH:26][CH:27]=3)[S:22][C:21]=2[CH:20]=[C:19]([OH:32])[CH:18]=1.[Cl-].[NH4+], predict the reaction product. The product is: [OH:16][C:17]1[C:30]2[C:29](=[O:31])[C:28]3[C:23](=[CH:24][CH:25]=[CH:26][CH:27]=3)[S:22][C:21]=2[CH:20]=[C:19]([O:32][CH2:8][O:9][CH2:10][CH2:11][Si:12]([CH3:15])([CH3:14])[CH3:13])[CH:18]=1. (6) Given the reactants C(OC([N:8]1[C:34]2[C:29](=[CH:30][CH:31]=[C:32]([CH:35]3[CH2:37][CH2:36]3)[CH:33]=2)[C:10]2([CH:15]([C:16]3[CH:21]=[CH:20][CH:19]=[C:18]([Cl:22])[CH:17]=3)[CH2:14][C:13](=[O:23])[NH:12][CH:11]2[C:24]2([CH2:27][CH3:28])[CH2:26][CH2:25]2)[C:9]1=[O:38])=O)(C)(C)C, predict the reaction product. The product is: [CH:35]1([C:32]2[CH:33]=[C:34]3[NH:8][C:9](=[O:38])[C:10]4([CH:15]([C:16]5[CH:21]=[CH:20][CH:19]=[C:18]([Cl:22])[CH:17]=5)[CH2:14][C:13](=[O:23])[NH:12][CH:11]4[C:24]4([CH2:27][CH3:28])[CH2:25][CH2:26]4)[C:29]3=[CH:30][CH:31]=2)[CH2:36][CH2:37]1. (7) Given the reactants C([N:8]1[CH2:14][C:13]2[N:15]=[CH:16][C:17]([N:19]([CH:21]3[CH2:24][CH2:23][CH2:22]3)[CH3:20])=[N:18][C:12]=2[O:11][CH2:10][CH2:9]1)C1C=CC=CC=1.C(OCC)(=O)C.[ClH:31], predict the reaction product. The product is: [ClH:31].[CH:21]1([N:19]([CH3:20])[C:17]2[CH:16]=[N:15][C:13]3[CH2:14][NH:8][CH2:9][CH2:10][O:11][C:12]=3[N:18]=2)[CH2:22][CH2:23][CH2:24]1. (8) Given the reactants [OH:1][C:2]1[CH:9]=[CH:8][C:7]([O:10][CH3:11])=[CH:6][C:3]=1[CH:4]=[O:5].C([O-])([O-])=O.[Cs+].[Cs+].[Na+].[I-].Cl[CH2:21][CH2:22][N:23]([CH2:26][CH3:27])[CH2:24][CH3:25].Cl, predict the reaction product. The product is: [CH2:22]([N:23]([CH2:26][CH3:27])[CH2:24][CH2:25][O:1][C:2]1[CH:9]=[CH:8][C:7]([O:10][CH3:11])=[CH:6][C:3]=1[CH:4]=[O:5])[CH3:21]. (9) Given the reactants CS(OC[C@H]1CN(S(C2SC=CC=2)(=O)=O)CCN1C1C=CC(C(O)(C)C(F)(F)F)=CC=1)(=O)=O.C(N)C(C)C.[CH3:39][S:40](Cl)(=[O:42])=[O:41].[F:44][C:45]([F:76])([F:75])[C:46]([C:49]1[CH:54]=[CH:53][C:52]([N:55]2[CH2:60][CH2:59][N:58]([S:61]([C:64]3[S:65][CH:66]=[CH:67][CH:68]=3)(=[O:63])=[O:62])[CH2:57][C@@H:56]2[CH2:69][NH:70][CH2:71][CH:72]([CH3:74])[CH3:73])=[CH:51][CH:50]=1)([OH:48])[CH3:47], predict the reaction product. The product is: [CH3:73][CH:72]([CH3:74])[CH2:71][N:70]([CH2:69][C@H:56]1[CH2:57][N:58]([S:61]([C:64]2[S:65][CH:66]=[CH:67][CH:68]=2)(=[O:63])=[O:62])[CH2:59][CH2:60][N:55]1[C:52]1[CH:53]=[CH:54][C:49]([C:46]([OH:48])([CH3:47])[C:45]([F:44])([F:75])[F:76])=[CH:50][CH:51]=1)[S:40]([CH3:39])(=[O:42])=[O:41].